Dataset: Peptide-MHC class II binding affinity with 134,281 pairs from IEDB. Task: Regression. Given a peptide amino acid sequence and an MHC pseudo amino acid sequence, predict their binding affinity value. This is MHC class II binding data. (1) The peptide sequence is EELKSLNSVQAQYA. The MHC is HLA-DQA10102-DQB10602 with pseudo-sequence HLA-DQA10102-DQB10602. The binding affinity (normalized) is 0.470. (2) The peptide sequence is IGLQYLGYVIRDLAA. The MHC is DRB1_0404 with pseudo-sequence DRB1_0404. The binding affinity (normalized) is 0.362. (3) The peptide sequence is YPKFLANVSTVLTGK. The MHC is DRB1_1602 with pseudo-sequence DRB1_1602. The binding affinity (normalized) is 0.758. (4) The peptide sequence is TTAAGAASGAATVAA. The MHC is DRB3_0101 with pseudo-sequence DRB3_0101. The binding affinity (normalized) is 0.182.